From a dataset of Full USPTO retrosynthesis dataset with 1.9M reactions from patents (1976-2016). Predict the reactants needed to synthesize the given product. (1) Given the product [NH2:12][C:13]1[C:22]([C:5]2[CH:6]=[CH:7][CH:8]=[C:3]([CH2:2][OH:1])[CH:4]=2)=[N:21][C:20]([Br:24])=[CH:19][C:14]=1[C:15]([O:17][CH3:18])=[O:16], predict the reactants needed to synthesize it. The reactants are: [OH:1][CH2:2][C:3]1[CH:4]=[C:5](B(O)O)[CH:6]=[CH:7][CH:8]=1.[NH2:12][C:13]1[C:22](Br)=[N:21][C:20]([Br:24])=[CH:19][C:14]=1[C:15]([O:17][CH3:18])=[O:16].C(=O)([O-])[O-].[Na+].[Na+]. (2) Given the product [NH2:1][CH2:2][CH2:3][CH2:4][N:6]([CH3:36])[C@@H:7]1[CH2:14][N:13]2[C:15]3[CH:16]=[C:17]([C:28]([O:30][CH3:31])=[O:29])[CH:18]=[CH:19][C:20]=3[C:21]([CH:22]3[CH2:27][CH2:26][CH2:25][CH2:24][CH2:23]3)=[C:12]2[C:11]2[CH:32]=[CH:33][CH:34]=[CH:35][C:10]=2[O:9][CH2:8]1, predict the reactants needed to synthesize it. The reactants are: [NH2:1][CH2:2][CH2:3][C:4]([N:6]([CH3:36])[C@@H:7]1[CH2:14][N:13]2[C:15]3[CH:16]=[C:17]([C:28]([O:30][CH3:31])=[O:29])[CH:18]=[CH:19][C:20]=3[C:21]([CH:22]3[CH2:27][CH2:26][CH2:25][CH2:24][CH2:23]3)=[C:12]2[C:11]2[CH:32]=[CH:33][CH:34]=[CH:35][C:10]=2[O:9][CH2:8]1)=O. (3) Given the product [OH:1][C:2]1[CH:10]=[CH:9][C:8]([NH:11][CH2:12][C:13]2[C:14]([F:26])=[C:15]([F:25])[C:16]([C:21]([F:24])([F:23])[F:22])=[C:17]([F:20])[C:18]=2[F:19])=[CH:7][C:3]=1[C:4]([O-:6])=[O:5].[K+:28], predict the reactants needed to synthesize it. The reactants are: [OH:1][C:2]1[CH:10]=[CH:9][C:8]([NH:11][CH2:12][C:13]2[C:18]([F:19])=[C:17]([F:20])[C:16]([C:21]([F:24])([F:23])[F:22])=[C:15]([F:25])[C:14]=2[F:26])=[CH:7][C:3]=1[C:4]([OH:6])=[O:5].[OH-].[K+:28]. (4) Given the product [CH2:8]([N:3]1[CH2:4][C:5](=[O:7])[N:3]([CH2:8][CH:9]=[CH2:10])[CH2:4][C:5]1=[O:7])[CH:9]=[CH2:10], predict the reactants needed to synthesize it. The reactants are: [H-].[Na+].[NH2:3][CH2:4][C:5]([OH:7])=O.[CH2:8](Cl)[CH:9]=[CH2:10]. (5) Given the product [I:1][C:2]1[C:10]2[C:5](=[CH:6][CH:7]=[C:8]([C:11]3[N:15]=[C:14]([NH:16][C:17](=[O:23])[O:18][C:19]([CH3:20])([CH3:22])[CH3:21])[S:13][N:12]=3)[CH:9]=2)[N:4]([S:33]([C:30]2[CH:31]=[CH:32][C:27]([CH3:26])=[CH:28][CH:29]=2)(=[O:35])=[O:34])[CH:3]=1, predict the reactants needed to synthesize it. The reactants are: [I:1][C:2]1[C:10]2[C:5](=[CH:6][CH:7]=[C:8]([C:11]3[N:15]=[C:14]([NH:16][C:17](=[O:23])[O:18][C:19]([CH3:22])([CH3:21])[CH3:20])[S:13][N:12]=3)[CH:9]=2)[NH:4][CH:3]=1.[H-].[Na+].[CH3:26][C:27]1[CH:32]=[CH:31][C:30]([S:33](Cl)(=[O:35])=[O:34])=[CH:29][CH:28]=1. (6) The reactants are: [Cl:1][C:2]1[C:7]([N+:8]([O-])=O)=[CH:6][C:5]([N:11]2[C:16](=[O:17])[CH:15]=[C:14]([C:18]([F:21])([F:20])[F:19])[N:13]([CH3:22])[C:12]2=[O:23])=[C:4]([F:24])[CH:3]=1. Given the product [NH2:8][C:7]1[C:2]([Cl:1])=[CH:3][C:4]([F:24])=[C:5]([N:11]2[C:16](=[O:17])[CH:15]=[C:14]([C:18]([F:21])([F:20])[F:19])[N:13]([CH3:22])[C:12]2=[O:23])[CH:6]=1, predict the reactants needed to synthesize it. (7) Given the product [Cl:41][C:42]1[CH:43]=[C:44]([CH:47]=[CH:48][C:49]=1[O:50][CH3:51])[CH2:45][NH:1][C@@H:2]1[CH2:7][CH2:6][C@H:5]([N:8]2[C:13](=[O:14])[C:12]3[CH:15]=[C:16]([F:19])[CH:17]=[N:18][C:11]=3[N:10]([C:20]3[CH:21]=[C:22]([C:26]4[CH:27]=[CH:28][C:29]([CH2:32][N:33]5[CH2:39][CH2:38][CH2:37][O:36][CH2:35][CH2:34]5)=[CH:30][CH:31]=4)[CH:23]=[CH:24][CH:25]=3)[C:9]2=[O:40])[CH2:4][CH2:3]1, predict the reactants needed to synthesize it. The reactants are: [NH2:1][C@@H:2]1[CH2:7][CH2:6][C@H:5]([N:8]2[C:13](=[O:14])[C:12]3[CH:15]=[C:16]([F:19])[CH:17]=[N:18][C:11]=3[N:10]([C:20]3[CH:21]=[C:22]([C:26]4[CH:31]=[CH:30][C:29]([CH2:32][N:33]5[CH2:39][CH2:38][CH2:37][O:36][CH2:35][CH2:34]5)=[CH:28][CH:27]=4)[CH:23]=[CH:24][CH:25]=3)[C:9]2=[O:40])[CH2:4][CH2:3]1.[Cl:41][C:42]1[CH:43]=[C:44]([CH:47]=[CH:48][C:49]=1[O:50][CH3:51])[CH:45]=O.